This data is from Experimentally validated miRNA-target interactions with 360,000+ pairs, plus equal number of negative samples. The task is: Binary Classification. Given a miRNA mature sequence and a target amino acid sequence, predict their likelihood of interaction. (1) The miRNA is hsa-miR-215-5p with sequence AUGACCUAUGAAUUGACAGAC. The protein sequence of the target gene is MVYKTLFALCILTAGWRVQSLPTSAPLSVSLPTNIVPPTTIWTSSPQNTDADTASPSNGTHNNSVLPVTASAPTSLLPKNISIESREEEITSPGSNWEGTNTDPSPSGFSSTSGGVHLTTTLEEHSSGTPEAGVAATLSQSAAEPPTLISPQAPASSPSSLSTSPPEVFSASVTTNHSSTVTSTQPTGAPTAPESPTEESSSDHTPTSHATAEPVPQEKTPPTTVSGKVMCELIDMETTTTFPRVIMQEVEHALSSGSIAAITVTVIAVVLLVFGVAAYLKIRHSSYGRLLDDHDYGSWG.... Result: 1 (interaction). (2) The miRNA is mmu-miR-743b-3p with sequence GAAAGACAUCAUGCUGAAUAGA. The protein sequence of the target gene is MKNRIPVVLLACGSFNPITNMHLRLFEVARDHLHQTGRYQVIEGIISPVNDSYGKKDLVASHHRVAMARLALQTSDWIRVDPWESEQAQWMETVKVLRHHHRELLRSSAQMDGPDPSKTPSASAALPELKLLCGADVLKTFQTPNLWKDTHIQEIVEKFGLVCVSRSGHDPERYISDSPILQQFQHNIHLAREPVLNEISATYVRKALGQGQSVKYLLPEAVITYIRDQGLYINDGSWKGKGKTG. Result: 1 (interaction).